Dataset: Reaction yield outcomes from USPTO patents with 853,638 reactions. Task: Predict the reaction yield, written as a fraction of the theoretical maximum amount of product (1.0 means a 100% yield; for example, 0.34 means a 34% yield). (1) The reactants are Br[CH2:2][C:3]([C:5]1[CH:10]=[CH:9][C:8]([NH:11][C:12](=[O:15])[O:13][CH3:14])=[CH:7][CH:6]=1)=[O:4].CC(C1C=CC(N)=CC=1)=O.[OH-].[Na+].COC(Cl)=O. The catalyst is CCOC(C)=O.O.O1CCOCC1. The product is [CH3:14][O:13][C:12](=[O:15])[NH:11][C:8]1[CH:9]=[CH:10][C:5]([C:3](=[O:4])[CH3:2])=[CH:6][CH:7]=1. The yield is 0.530. (2) The reactants are Cl.C([O:9][C:10]1[CH:19]=[C:18]2[C:13]([C:14]([NH:20][C:21]3[CH:26]=[CH:25][C:24]([Br:27])=[CH:23][C:22]=3[F:28])=[N:15][CH:16]=[N:17]2)=[CH:12][C:11]=1[O:29][CH3:30])C1C=CC=CC=1. The catalyst is C(O)(C(F)(F)F)=O. The product is [Br:27][C:24]1[CH:25]=[CH:26][C:21]([NH:20][C:14]2[C:13]3[C:18](=[CH:19][C:10]([OH:9])=[C:11]([O:29][CH3:30])[CH:12]=3)[N:17]=[CH:16][N:15]=2)=[C:22]([F:28])[CH:23]=1. The yield is 0.820. (3) The reactants are Br[C:2]1[CH:19]=[CH:18][C:5]([O:6][C:7]2[CH:16]=[CH:15][C:10]([C:11]([O:13][CH3:14])=[O:12])=[CH:9][C:8]=2[F:17])=[CH:4][C:3]=1[CH:20]=[O:21].CC([O-])=O.[K+].[B:27]1([B:27]2[O:31][C:30]([CH3:33])([CH3:32])[C:29]([CH3:35])([CH3:34])[O:28]2)[O:31][C:30]([CH3:33])([CH3:32])[C:29]([CH3:35])([CH3:34])[O:28]1.CCCCCC.CCOC(C)=O. The catalyst is O1CCOCC1.C1C=CC(P(C2C=CC=CC=2)[C-]2C=CC=C2)=CC=1.C1C=CC(P(C2C=CC=CC=2)[C-]2C=CC=C2)=CC=1.Cl[Pd]Cl.[Fe+2]. The product is [F:17][C:8]1[CH:9]=[C:10]([CH:15]=[CH:16][C:7]=1[O:6][C:5]1[CH:18]=[CH:19][C:2]([B:27]2[O:31][C:30]([CH3:33])([CH3:32])[C:29]([CH3:35])([CH3:34])[O:28]2)=[C:3]([CH:20]=[O:21])[CH:4]=1)[C:11]([O:13][CH3:14])=[O:12]. The yield is 0.840. (4) The reactants are [N:1]1([CH:6]([CH3:24])/[C:7](/[C:18]2[CH:23]=[CH:22][CH:21]=[CH:20][CH:19]=2)=[CH:8]/[C:9]2[CH:17]=[CH:16][C:12]([C:13](O)=[O:14])=[CH:11][CH:10]=2)[CH:5]=[CH:4][N:3]=[CH:2]1.C(Cl)CCl.C1C=CC2N(O)N=NC=2C=1.Cl.C[O:41][C:42](=[O:49])[C@H:43]([CH2:45][CH2:46][S:47][CH3:48])[NH2:44].CN1CCOCC1.C([O-])(O)=O.[Na+]. The catalyst is CN(C=O)C. The product is [N:1]1([CH:6]([CH3:24])/[C:7](/[C:18]2[CH:23]=[CH:22][CH:21]=[CH:20][CH:19]=2)=[CH:8]/[C:9]2[CH:17]=[CH:16][C:12]([C:13]([NH:44][C@@H:43]([CH2:45][CH2:46][S:47][CH3:48])[C:42]([OH:41])=[O:49])=[O:14])=[CH:11][CH:10]=2)[CH:5]=[CH:4][N:3]=[CH:2]1. The yield is 0.195. (5) The reactants are [NH2:1][C:2]1[CH:7]=[CH:6][C:5]([Br:8])=[CH:4][C:3]=1[C:9]([C:11]1[CH:16]=[CH:15][C:14]([Cl:17])=[CH:13][CH:12]=1)=O.[CH3:18][S:19]([CH2:22][C:23](=O)[CH3:24])(=[O:21])=[O:20].[Na]. The catalyst is CC(O)C. The product is [Br:8][C:5]1[CH:4]=[C:3]2[C:2](=[CH:7][CH:6]=1)[N:1]=[C:23]([CH3:24])[C:22]([S:19]([CH3:18])(=[O:21])=[O:20])=[C:9]2[C:11]1[CH:16]=[CH:15][C:14]([Cl:17])=[CH:13][CH:12]=1. The yield is 0.190.